The task is: Regression. Given a peptide amino acid sequence and an MHC pseudo amino acid sequence, predict their binding affinity value. This is MHC class II binding data.. This data is from Peptide-MHC class II binding affinity with 134,281 pairs from IEDB. The peptide sequence is AVFEAALTKAITAMT. The MHC is DRB1_0701 with pseudo-sequence DRB1_0701. The binding affinity (normalized) is 0.567.